This data is from Buchwald-Hartwig C-N cross coupling reaction yields with 55,370 reactions. The task is: Predict the reaction yield, written as a fraction of the theoretical maximum amount of product (1.0 means a 100% yield; for example, 0.34 means a 34% yield). (1) The reactants are Brc1ccccn1.Cc1ccc(N)cc1.O=S(=O)(O[Pd]1c2ccccc2-c2ccccc2N~1)C(F)(F)F.CC(C)c1cc(C(C)C)c(-c2ccccc2P(C2CCCCC2)C2CCCCC2)c(C(C)C)c1.CCN=P(N=P(N(C)C)(N(C)C)N(C)C)(N(C)C)N(C)C.CCOC(=O)c1cc(C)on1. No catalyst specified. The product is Cc1ccc(Nc2ccccn2)cc1. The yield is 0.288. (2) The reactants are Brc1cccnc1.Cc1ccc(N)cc1.O=S(=O)(O[Pd]1c2ccccc2-c2ccccc2N~1)C(F)(F)F.CC(C)c1cc(C(C)C)c(-c2ccccc2P(C(C)(C)C)C(C)(C)C)c(C(C)C)c1.CCN=P(N=P(N(C)C)(N(C)C)N(C)C)(N(C)C)N(C)C.c1ccc2nocc2c1. No catalyst specified. The product is Cc1ccc(Nc2cccnc2)cc1. The yield is 0.144.